Dataset: Full USPTO retrosynthesis dataset with 1.9M reactions from patents (1976-2016). Task: Predict the reactants needed to synthesize the given product. (1) Given the product [N:36]1[C:31]2[C:30](=[N:35][CH:34]=[CH:33][CH:32]=2)[N:29]([O:1][C:2]2[C:11]3[C:6](=[CH:7][CH:8]=[CH:9][CH:10]=3)[N:5]=[CH:4][N:3]=2)[N:37]=1, predict the reactants needed to synthesize it. The reactants are: [OH:1][C:2]1[C:11]2[C:6](=[CH:7][CH:8]=[CH:9][CH:10]=2)[N:5]=[CH:4][N:3]=1.C1CN([P+](O[N:29]2[N:37]=[N:36][C:31]3[CH:32]=[CH:33][CH:34]=[N:35][C:30]2=3)(N2CCCC2)N2CCCC2)CC1.F[P-](F)(F)(F)(F)F.C1CCN2C(=NCCC2)CC1. (2) Given the product [Br:43][C:32]1[N:31]([S:34]([C:37]2[CH:42]=[CH:41][CH:40]=[CH:39][CH:38]=2)(=[O:36])=[O:35])[C:28]2=[N:29][CH:30]=[C:25]([CH2:24][CH2:23][C:17]3[CH:18]=[C:19]([O:21][CH3:22])[CH:20]=[C:15]([O:14][CH3:13])[CH:16]=3)[N:26]=[C:27]2[CH:33]=1, predict the reactants needed to synthesize it. The reactants are: C(NC(C)C)(C)C.C([Li])CCC.[CH3:13][O:14][C:15]1[CH:16]=[C:17]([CH2:23][CH2:24][C:25]2[N:26]=[C:27]3[CH:33]=[CH:32][N:31]([S:34]([C:37]4[CH:42]=[CH:41][CH:40]=[CH:39][CH:38]=4)(=[O:36])=[O:35])[C:28]3=[N:29][CH:30]=2)[CH:18]=[C:19]([O:21][CH3:22])[CH:20]=1.[Br:43]C(Cl)(Cl)C(Br)(Cl)Cl. (3) The reactants are: [NH2:1][C:2]1[CH:7]=[C:6]([O:8][C:9]2[CH:14]=[CH:13][C:12]([NH:15][C:16]([C:18]3([C:21]([NH:23][C:24]4[CH:29]=[CH:28][C:27]([F:30])=[CH:26][CH:25]=4)=[O:22])[CH2:20][CH2:19]3)=[O:17])=[C:11]([F:31])[CH:10]=2)[CH:5]=[CH:4][N:3]=1.C(N(CC)CC)C.Cl[C:40](OC1C=CC=CC=1)=[O:41].FC(F)(F)C(O)=O.[CH3:56][O:57][CH:58]1[CH2:61][NH:60][CH2:59]1. Given the product [F:31][C:11]1[CH:10]=[C:9]([O:8][C:6]2[CH:5]=[CH:4][N:3]=[C:2]([NH:1][C:40]([N:60]3[CH2:61][CH:58]([O:57][CH3:56])[CH2:59]3)=[O:41])[CH:7]=2)[CH:14]=[CH:13][C:12]=1[NH:15][C:16]([C:18]1([C:21]([NH:23][C:24]2[CH:25]=[CH:26][C:27]([F:30])=[CH:28][CH:29]=2)=[O:22])[CH2:20][CH2:19]1)=[O:17], predict the reactants needed to synthesize it.